Task: Regression. Given a peptide amino acid sequence and an MHC pseudo amino acid sequence, predict their binding affinity value. This is MHC class I binding data.. Dataset: Peptide-MHC class I binding affinity with 185,985 pairs from IEDB/IMGT The peptide sequence is YSGLTPEQK. The MHC is HLA-A03:01 with pseudo-sequence HLA-A03:01. The binding affinity (normalized) is 0.0906.